This data is from Reaction yield outcomes from USPTO patents with 853,638 reactions. The task is: Predict the reaction yield, written as a fraction of the theoretical maximum amount of product (1.0 means a 100% yield; for example, 0.34 means a 34% yield). (1) The reactants are [Cl:1][C:2]1[CH:7]=[CH:6][C:5]([O:8][CH3:9])=[C:4](I)[CH:3]=1.[Cl:11][C:12]1[CH:13]=[C:14](B(O)O)[CH:15]=[CH:16][CH:17]=1.O1CCOCC1.C([O-])([O-])=O.[Na+].[Na+]. The catalyst is C1(C)C=CC=CC=1.[Pd].C1(P(C2C=CC=CC=2)C2C=CC=CC=2)C=CC=CC=1.C1(P(C2C=CC=CC=2)C2C=CC=CC=2)C=CC=CC=1.C1(P(C2C=CC=CC=2)C2C=CC=CC=2)C=CC=CC=1.C1(P(C2C=CC=CC=2)C2C=CC=CC=2)C=CC=CC=1. The product is [CH3:9][O:8][C:5]1[C:4]([C:16]2[CH:15]=[CH:14][CH:13]=[C:12]([Cl:11])[CH:17]=2)=[CH:3][C:2]([Cl:1])=[CH:7][CH:6]=1. The yield is 1.00. (2) The reactants are [C:1]([N:4]1[C:13]2[C:8](=[CH:9][C:10](Br)=[CH:11][CH:12]=2)[N:7]([C:15]([O:17][CH2:18][CH:19]2[CH2:21][CH2:20]2)=[O:16])[CH2:6][C@@H:5]1[CH3:22])(=[O:3])[CH3:2].C[C:24]1(C)[CH2:28][N:27](C([O-])=O)[N:26](C)[C:25]1(C)B1OCCO1.C(=O)([O-])[O-].[Na+].[Na+].O1CCOCC1. The catalyst is O. The product is [C:1]([N:4]1[C:13]2[C:8](=[CH:9][C:10]([C:24]3[CH:25]=[N:26][NH:27][CH:28]=3)=[CH:11][CH:12]=2)[N:7]([C:15]([O:17][CH2:18][CH:19]2[CH2:21][CH2:20]2)=[O:16])[CH2:6][C@@H:5]1[CH3:22])(=[O:3])[CH3:2]. The yield is 0.410. (3) The reactants are [NH2:1][C:2]1[CH:9]=[CH:8][C:5]([C:6]#[N:7])=[CH:4][CH:3]=1.[H-].[Na+].[CH2:12]([N:19]1[C:23]2[N:24]=[C:25](F)[N:26]=[C:27]([O:28][C:29]3[C:36]([CH3:37])=[CH:35][C:32]([C:33]#[N:34])=[CH:31][C:30]=3[CH3:38])[C:22]=2[CH:21]=[CH:20]1)[C:13]1[CH:18]=[CH:17][CH:16]=[CH:15][CH:14]=1. The catalyst is CN1C=CC=CC1=O. The product is [CH2:12]([N:19]1[C:23]2[N:24]=[C:25]([NH:1][C:2]3[CH:9]=[CH:8][C:5]([C:6]#[N:7])=[CH:4][CH:3]=3)[N:26]=[C:27]([O:28][C:29]3[C:30]([CH3:38])=[CH:31][C:32]([C:33]#[N:34])=[CH:35][C:36]=3[CH3:37])[C:22]=2[CH:21]=[CH:20]1)[C:13]1[CH:18]=[CH:17][CH:16]=[CH:15][CH:14]=1. The yield is 0.650. (4) The reactants are Br[C:2]1[CH:7]=[CH:6][C:5]([CH:8]([OH:13])[C:9]([F:12])([F:11])[F:10])=[CH:4][CH:3]=1.[C:14]1([CH3:23])[CH:19]=[CH:18][CH:17]=[C:16](B(O)O)[CH:15]=1.C([O-])([O-])=O.[Na+].[Na+].C(C#N)(C)=O. The catalyst is Cl[Pd](Cl)([P](C1C=CC=CC=1)(C1C=CC=CC=1)C1C=CC=CC=1)[P](C1C=CC=CC=1)(C1C=CC=CC=1)C1C=CC=CC=1.C(Cl)Cl.O. The product is [F:10][C:9]([F:12])([F:11])[CH:8]([C:5]1[CH:6]=[CH:7][CH:2]=[CH:3][C:4]=1[C:16]1[CH:17]=[CH:18][CH:19]=[C:14]([CH3:23])[CH:15]=1)[OH:13]. The yield is 0.790. (5) The reactants are O/[CH:2]=[C:3](\[CH2:8][C:9]1[CH:10]=[N:11][CH:12]=[N:13][CH:14]=1)/[C:4]([O:6]C)=O.OS(C(F)(F)F)(=O)=O.[C:23](=[NH:46])([O:25][CH2:26][CH2:27][C:28]1[CH:33]=[CH:32][C:31]([O:34][C:35]2[CH:40]=[CH:39][C:38]([Cl:41])=[C:37]([C:42]([F:45])([F:44])[F:43])[CH:36]=2)=[CH:30][CH:29]=1)[NH2:24].C([O-])([O-])=O.[K+].[K+]. The catalyst is CN1C(=O)CCC1. The product is [Cl:41][C:38]1[CH:39]=[CH:40][C:35]([O:34][C:31]2[CH:32]=[CH:33][C:28]([CH2:27][CH2:26][O:25][C:23]3[NH:46][CH:2]=[C:3]([CH2:8][C:9]4[CH:10]=[N:11][CH:12]=[N:13][CH:14]=4)[C:4](=[O:6])[N:24]=3)=[CH:29][CH:30]=2)=[CH:36][C:37]=1[C:42]([F:43])([F:44])[F:45]. The yield is 0.249. (6) The reactants are Cl.[NH2:2][CH2:3][CH:4]([C:9]1[CH:14]=[CH:13][C:12]([Cl:15])=[CH:11][CH:10]=1)[C:5]([O:7][CH3:8])=[O:6].C1COCC1.CCN(C(C)C)C(C)C.O([CH2:38][C:39]([F:42])([F:41])[F:40])S(C(F)(F)F)(=O)=O. The catalyst is CN(C=O)C. The product is [Cl:15][C:12]1[CH:11]=[CH:10][C:9]([CH:4]([CH2:3][NH:2][CH2:38][C:39]([F:42])([F:41])[F:40])[C:5]([O:7][CH3:8])=[O:6])=[CH:14][CH:13]=1. The yield is 0.930. (7) The reactants are [NH2:1][C:2]1[C:7]([F:8])=[C:6]([C:9]2[CH:14]=[CH:13][C:12]([Cl:15])=[C:11]([O:16][CH3:17])[C:10]=2[F:18])[N:5]=[C:4]([C:19]([O:21][CH2:22][C:23]2[CH:28]=[CH:27][CH:26]=[CH:25][CH:24]=2)=[O:20])[CH:3]=1.[Cl:29]N1C(C)(C)C(=O)N(Cl)C1=O.O. The catalyst is C(#N)C. The product is [NH2:1][C:2]1[C:7]([F:8])=[C:6]([C:9]2[CH:14]=[CH:13][C:12]([Cl:15])=[C:11]([O:16][CH3:17])[C:10]=2[F:18])[N:5]=[C:4]([C:19]([O:21][CH2:22][C:23]2[CH:24]=[CH:25][CH:26]=[CH:27][CH:28]=2)=[O:20])[C:3]=1[Cl:29]. The yield is 0.970.